Regression. Given two drug SMILES strings and cell line genomic features, predict the synergy score measuring deviation from expected non-interaction effect. From a dataset of NCI-60 drug combinations with 297,098 pairs across 59 cell lines. Drug 1: CC12CCC(CC1=CCC3C2CCC4(C3CC=C4C5=CN=CC=C5)C)O. Drug 2: CC1C(C(CC(O1)OC2CC(OC(C2O)C)OC3=CC4=CC5=C(C(=O)C(C(C5)C(C(=O)C(C(C)O)O)OC)OC6CC(C(C(O6)C)O)OC7CC(C(C(O7)C)O)OC8CC(C(C(O8)C)O)(C)O)C(=C4C(=C3C)O)O)O)O. Cell line: SK-MEL-2. Synergy scores: CSS=47.4, Synergy_ZIP=33.7, Synergy_Bliss=33.5, Synergy_Loewe=29.5, Synergy_HSA=30.2.